Dataset: Forward reaction prediction with 1.9M reactions from USPTO patents (1976-2016). Task: Predict the product of the given reaction. (1) Given the reactants I[C:2]1[CH:7]=[CH:6][CH:5]=[CH:4][C:3]=1[N+:8]([O-:10])=[O:9].C1([Mg]Cl)C=CC=CC=1.[CH3:19][C:20]([CH3:24])([CH3:23])[CH:21]=[O:22], predict the reaction product. The product is: [N+:8]([C:3]1[CH:4]=[CH:5][CH:6]=[CH:7][C:2]=1[CH:21]([OH:22])[C:20]([CH3:24])([CH3:23])[CH3:19])([O-:10])=[O:9]. (2) Given the reactants [Cl:1][C:2]1[C:11]2[C:6](=[CH:7][C:8]([O:20][CH3:21])=[CH:9][C:10]=2[O:12][CH:13]2[CH2:18][CH2:17][N:16]([CH3:19])[CH2:15][CH2:14]2)[N:5]=[CH:4][N:3]=1.[NH2:22][C:23]1[C:31]2[O:30][CH:29]=[C:28]([Cl:32])[C:27]=2[CH:26]=[CH:25][CH:24]=1, predict the reaction product. The product is: [ClH:1].[ClH:32].[Cl:32][C:28]1[C:27]2[CH:26]=[CH:25][CH:24]=[C:23]([NH:22][C:2]3[C:11]4[C:6](=[CH:7][C:8]([O:20][CH3:21])=[CH:9][C:10]=4[O:12][CH:13]4[CH2:18][CH2:17][N:16]([CH3:19])[CH2:15][CH2:14]4)[N:5]=[CH:4][N:3]=3)[C:31]=2[O:30][CH:29]=1. (3) The product is: [S:1]1[CH:5]=[CH:4][CH:3]=[C:2]1[C:6](=[O:10])[C:7]([NH:15][C:16]1[CH:17]=[CH:18][C:19]2[C:24](=[O:25])[O:23][N:22]=[C:21]([CH3:26])[C:20]=2[CH:27]=1)=[O:9]. Given the reactants [S:1]1[CH:5]=[CH:4][CH:3]=[C:2]1[C:6](=[O:10])[C:7]([OH:9])=O.S(Cl)(Cl)=O.[NH2:15][C:16]1[CH:17]=[CH:18][C:19]2[C:24](=[O:25])[O:23][N:22]=[C:21]([CH3:26])[C:20]=2[CH:27]=1, predict the reaction product. (4) Given the reactants [C:1]([O:5][C:6]([N:8]([C:35]([O:37][C:38]([CH3:41])([CH3:40])[CH3:39])=[O:36])[C:9]1[C:18]2[C:13](=[CH:14][C:15]([NH:19][CH:20]([C:25]3[CH:30]=[CH:29][CH:28]=[C:27]([O:31][CH:32]([F:34])[F:33])[CH:26]=3)[C:21]([O:23]C)=[O:22])=[CH:16][CH:17]=2)[CH:12]=[CH:11][N:10]=1)=[O:7])([CH3:4])([CH3:3])[CH3:2].[OH-].[Na+], predict the reaction product. The product is: [C:38]([O:37][C:35]([N:8]([C:6]([O:5][C:1]([CH3:4])([CH3:3])[CH3:2])=[O:7])[C:9]1[C:18]2[C:13](=[CH:14][C:15]([NH:19][CH:20]([C:25]3[CH:30]=[CH:29][CH:28]=[C:27]([O:31][CH:32]([F:33])[F:34])[CH:26]=3)[C:21]([OH:23])=[O:22])=[CH:16][CH:17]=2)[CH:12]=[CH:11][N:10]=1)=[O:36])([CH3:41])([CH3:40])[CH3:39]. (5) The product is: [C:25](=[O:26])([O:11][CH2:10][CH:9]([NH2:12])[C:3]1[CH:4]=[CH:5][CH:6]=[C:7]([Cl:8])[C:2]=1[Cl:1])[NH2:24]. Given the reactants [Cl:1][C:2]1[C:7]([Cl:8])=[CH:6][CH:5]=[CH:4][C:3]=1[CH:9]([NH:12]C(=O)OC(C)(C)C)[CH2:10][OH:11].ClS([N:24]=[C:25]=[O:26])(=O)=O.O.C(=O)([O-])O.[Na+], predict the reaction product. (6) Given the reactants [N+:1]([C:4]1[CH:20]=[CH:19][C:7]([CH2:8][C:9]2[CH:18]=[CH:17][C:12]3[N:13]=[C:14]([NH2:16])[S:15][C:11]=3[CH:10]=2)=[CH:6][CH:5]=1)([O-:3])=[O:2].[Br:21]Br.O, predict the reaction product. The product is: [Br:21][C:17]1[C:12]2[N:13]=[C:14]([NH2:16])[S:15][C:11]=2[CH:10]=[C:9]([CH2:8][C:7]2[CH:19]=[CH:20][C:4]([N+:1]([O-:3])=[O:2])=[CH:5][CH:6]=2)[CH:18]=1. (7) The product is: [CH3:8][C:7](=[N:2][NH:3][C:4]([NH2:6])=[O:5])[CH2:9][CH3:11]. Given the reactants Cl.[NH2:2][NH:3][C:4]([NH2:6])=[O:5].[CH2:7]([C:9]([CH3:11])=O)[CH3:8].C([O-])(=O)C.[Na+], predict the reaction product.